From a dataset of Merck oncology drug combination screen with 23,052 pairs across 39 cell lines. Regression. Given two drug SMILES strings and cell line genomic features, predict the synergy score measuring deviation from expected non-interaction effect. (1) Drug 1: N#Cc1ccc(Cn2cncc2CN2CCN(c3cccc(Cl)c3)C(=O)C2)cc1. Drug 2: CCc1cnn2c(NCc3ccc[n+]([O-])c3)cc(N3CCCCC3CCO)nc12. Cell line: NCIH1650. Synergy scores: synergy=7.13. (2) Drug 1: C=CCn1c(=O)c2cnc(Nc3ccc(N4CCN(C)CC4)cc3)nc2n1-c1cccc(C(C)(C)O)n1. Drug 2: CCc1c2c(nc3ccc(O)cc13)-c1cc3c(c(=O)n1C2)COC(=O)C3(O)CC. Cell line: A2058. Synergy scores: synergy=3.07. (3) Drug 1: COc1cc(C2c3cc4c(cc3C(OC3OC5COC(C)OC5C(O)C3O)C3COC(=O)C23)OCO4)cc(OC)c1O. Drug 2: Cn1nnc2c(C(N)=O)ncn2c1=O. Cell line: EFM192B. Synergy scores: synergy=-1.62. (4) Cell line: SKOV3. Drug 1: N.N.O=C(O)C1(C(=O)O)CCC1.[Pt]. Drug 2: COC1CC2CCC(C)C(O)(O2)C(=O)C(=O)N2CCCCC2C(=O)OC(C(C)CC2CCC(OP(C)(C)=O)C(OC)C2)CC(=O)C(C)C=C(C)C(O)C(OC)C(=O)C(C)CC(C)C=CC=CC=C1C. Synergy scores: synergy=24.9. (5) Drug 1: Cn1nnc2c(C(N)=O)ncn2c1=O. Drug 2: CCC1(O)C(=O)OCc2c1cc1n(c2=O)Cc2cc3c(CN(C)C)c(O)ccc3nc2-1. Cell line: RKO. Synergy scores: synergy=5.02.